This data is from Reaction yield outcomes from USPTO patents with 853,638 reactions. The task is: Predict the reaction yield, written as a fraction of the theoretical maximum amount of product (1.0 means a 100% yield; for example, 0.34 means a 34% yield). (1) The reactants are [Cl:1][CH2:2][C:3]1[NH:7][N:6]=[N:5][N:4]=1.[C:8]([O-])([O-])=O.[K+].[K+].[CH3:14]I.O. The catalyst is CN(C=O)C. The product is [Cl:1][CH2:2][C:3]1[N:7]([CH3:8])[N:6]=[N:5][N:4]=1.[Cl:1][CH2:2][C:3]1[N:4]=[N:5][N:6]([CH3:14])[N:7]=1. The yield is 0.260. (2) The reactants are [Br:1][C:2]1[C:3](C)=[C:4]([N+:12]([O-:14])=[O:13])[C:5](C)=[C:6]([CH:10]=1)[C:7]([OH:9])=[O:8].[C:16](=O)([O-])[O-].[Na+].[Na+].CI.O. The catalyst is CN(C=O)C.C(OCC)(=O)C. The product is [Br:1][C:2]1[CH:10]=[C:6]([CH:5]=[C:4]([N+:12]([O-:14])=[O:13])[CH:3]=1)[C:7]([O:9][CH3:16])=[O:8]. The yield is 0.860. (3) The reactants are [F:1][C:2]1[CH:8]=[CH:7][C:5]([NH2:6])=[CH:4][CH:3]=1.Cl[C:10]1[CH:18]=[CH:17][CH:16]=[CH:15][C:11]=1[C:12]([OH:14])=[O:13].C(=O)([O-])[O-].[Na+].[Na+].C. The catalyst is O.C(O)CO. The product is [F:1][C:2]1[CH:8]=[CH:7][C:5]([NH:6][C:10]2[C:11](=[CH:15][CH:16]=[CH:17][CH:18]=2)[C:12]([OH:14])=[O:13])=[CH:4][CH:3]=1. The yield is 0.370. (4) The reactants are [Si:1]([O:18][CH2:19][CH2:20][N:21]([CH2:52][CH3:53])[C:22](=O)[CH2:23][C@@H:24]([NH:33][C:34]1[CH:39]=[CH:38][C:37]([S:40](=[O:43])(=[O:42])[NH2:41])=[CH:36][C:35]=1[S:44]([C:47]([F:50])([F:49])[F:48])(=[O:46])=[O:45])[CH2:25][S:26][C:27]1[CH:32]=[CH:31][CH:30]=[CH:29][CH:28]=1)([C:14]([CH3:17])([CH3:16])[CH3:15])([C:8]1[CH:13]=[CH:12][CH:11]=[CH:10][CH:9]=1)[C:2]1[CH:7]=[CH:6][CH:5]=[CH:4][CH:3]=1.B.C1COCC1. The catalyst is C1COCC1.N.CO. The product is [Si:1]([O:18][CH2:19][CH2:20][N:21]([CH2:52][CH3:53])[CH2:22][CH2:23][C@@H:24]([NH:33][C:34]1[CH:39]=[CH:38][C:37]([S:40]([NH2:41])(=[O:42])=[O:43])=[CH:36][C:35]=1[S:44]([C:47]([F:49])([F:50])[F:48])(=[O:45])=[O:46])[CH2:25][S:26][C:27]1[CH:32]=[CH:31][CH:30]=[CH:29][CH:28]=1)([C:14]([CH3:16])([CH3:15])[CH3:17])([C:2]1[CH:7]=[CH:6][CH:5]=[CH:4][CH:3]=1)[C:8]1[CH:9]=[CH:10][CH:11]=[CH:12][CH:13]=1. The yield is 0.480. (5) The reactants are C[O:2][C:3](=[O:20])[CH2:4][CH2:5][CH2:6][CH2:7][CH2:8][O:9][C:10]1[CH:15]=[CH:14][C:13]([NH:16]C(=O)C)=[CH:12][CH:11]=1.[ClH:21]. No catalyst specified. The product is [ClH:21].[NH2:16][C:13]1[CH:12]=[CH:11][C:10]([O:9][CH2:8][CH2:7][CH2:6][CH2:5][CH2:4][C:3]([OH:20])=[O:2])=[CH:15][CH:14]=1. The yield is 0.556. (6) The reactants are [Cl:1][C:2]1[C:10]2[C:5](=[N:6][CH:7]=[CH:8][C:9]=2I)[NH:4][N:3]=1.[CH3:12][C:13]([C:25]1[CH:30]=[CH:29][CH:28]=[C:27](B2OC(C)(C)C(C)(C)O2)[CH:26]=1)([CH2:23][CH3:24])[CH2:14][NH:15][C:16](=[O:22])[O:17][C:18]([CH3:21])([CH3:20])[CH3:19].C([O-])([O-])=O.[Na+].[Na+]. The catalyst is C1C=CC([P]([Pd]([P](C2C=CC=CC=2)(C2C=CC=CC=2)C2C=CC=CC=2)([P](C2C=CC=CC=2)(C2C=CC=CC=2)C2C=CC=CC=2)[P](C2C=CC=CC=2)(C2C=CC=CC=2)C2C=CC=CC=2)(C2C=CC=CC=2)C2C=CC=CC=2)=CC=1.O1CCOCC1. The product is [Cl:1][C:2]1[C:10]2[C:5](=[N:6][CH:7]=[CH:8][C:9]=2[C:27]2[CH:26]=[C:25]([C:13]([CH3:12])([CH2:23][CH3:24])[CH2:14][NH:15][C:16](=[O:22])[O:17][C:18]([CH3:19])([CH3:20])[CH3:21])[CH:30]=[CH:29][CH:28]=2)[NH:4][N:3]=1. The yield is 0.460. (7) The reactants are [N:1]1[CH:6]=[C:5]([CH2:7][C:8]2[C:9](=[O:33])[N:10]=[C:11]([CH2:14][CH2:15][C:16]3[CH:21]=[CH:20][C:19]([O:22][C:23]4[CH:28]=[CH:27][CH:26]=[C:25]([C:29]([F:32])([F:31])[F:30])[CH:24]=4)=[CH:18][CH:17]=3)[NH:12][CH:13]=2)[CH:4]=[N:3][CH:2]=1.CI.[CH3:36]CN(C(C)C)C(C)C. The catalyst is C(Cl)Cl. The product is [CH3:36][N:12]1[CH:13]=[C:8]([CH2:7][C:5]2[CH:6]=[N:1][CH:2]=[N:3][CH:4]=2)[C:9](=[O:33])[N:10]=[C:11]1[CH2:14][CH2:15][C:16]1[CH:17]=[CH:18][C:19]([O:22][C:23]2[CH:28]=[CH:27][CH:26]=[C:25]([C:29]([F:32])([F:30])[F:31])[CH:24]=2)=[CH:20][CH:21]=1. The yield is 0.408. (8) The reactants are [CH2:1]([N:4]1[CH2:10][CH2:9][CH2:8][NH:7][CH2:6][CH2:5]1)[CH:2]=[CH2:3].Cl[C:12]1[N:13]=[CH:14][C:15]([C:18]([NH:20][C:21]2[NH:22][N:23]=[C:24]([CH2:26][CH2:27][C:28]3[CH:33]=[C:32]([O:34][CH3:35])[CH:31]=[C:30]([O:36][CH3:37])[CH:29]=3)[CH:25]=2)=[O:19])=[N:16][CH:17]=1. The catalyst is CS(C)=O.CO. The product is [CH3:35][O:34][C:32]1[CH:33]=[C:28]([CH2:27][CH2:26][C:24]2[CH:25]=[C:21]([NH:20][C:18]([C:15]3[CH:14]=[N:13][C:12]([N:7]4[CH2:8][CH2:9][CH2:10][N:4]([CH2:1][CH:2]=[CH2:3])[CH2:5][CH2:6]4)=[CH:17][N:16]=3)=[O:19])[NH:22][N:23]=2)[CH:29]=[C:30]([O:36][CH3:37])[CH:31]=1. The yield is 0.690. (9) The reactants are Cl[C:2]1[CH:17]=[CH:16][C:5]([C:6]([NH:8][CH2:9][C:10]2[CH:11]=[N:12][CH:13]=[CH:14][CH:15]=2)=[O:7])=[C:4]([NH:18][CH2:19][CH2:20][C:21]2[CH:26]=[CH:25][CH:24]=[C:23]([F:27])[CH:22]=2)[N:3]=1.[C:28]([C:30]1[CH:35]=[CH:34][CH:33]=[CH:32][C:31]=1B(O)O)#[N:29].C([O-])([O-])=O.[K+].[K+]. The catalyst is C1C=CC(P(C2C=CC=CC=2)[C-]2C=CC=C2)=CC=1.C1C=CC(P(C2C=CC=CC=2)[C-]2C=CC=C2)=CC=1.Cl[Pd]Cl.[Fe+2].CN(C=O)C. The product is [C:28]([C:30]1[CH:35]=[CH:34][CH:33]=[CH:32][C:31]=1[C:2]1[CH:17]=[CH:16][C:5]([C:6]([NH:8][CH2:9][C:10]2[CH:11]=[N:12][CH:13]=[CH:14][CH:15]=2)=[O:7])=[C:4]([NH:18][CH2:19][CH2:20][C:21]2[CH:26]=[CH:25][CH:24]=[C:23]([F:27])[CH:22]=2)[N:3]=1)#[N:29]. The yield is 0.630. (10) The reactants are Cl[C:2]1[S:3][CH:4]=[C:5]([C:7]([O:9]CC)=[O:8])[N:6]=1.[NH:12]1[CH2:16][CH2:15][CH2:14][CH2:13]1.C(N(CC)C(C)C)C. The catalyst is O1CCOCC1. The product is [N:12]1([C:2]2[S:3][CH:4]=[C:5]([C:7]([OH:9])=[O:8])[N:6]=2)[CH2:16][CH2:15][CH2:14][CH2:13]1. The yield is 0.680.